From a dataset of HIV replication inhibition screening data with 41,000+ compounds from the AIDS Antiviral Screen. Binary Classification. Given a drug SMILES string, predict its activity (active/inactive) in a high-throughput screening assay against a specified biological target. (1) The compound is S=C=Nc1ccc(SSc2ccc(N=C=S)cc2)cc1. The result is 0 (inactive). (2) The molecule is CCCCCCCCOCC(O)COC(=O)CCCCCCC. The result is 0 (inactive). (3) The molecule is NCCNC(=O)CN(CC(=O)O)C1CCCCC1N(CC(=O)O)CC(=O)O. The result is 0 (inactive). (4) The drug is Cc1ccc(Nc2nnc(CSc3ccc(Cl)cc3)s2)c(S(=O)(=O)O)c1. The result is 0 (inactive). (5) The molecule is COC1C=COC2(C)Oc3c(C)c(O)c4c(O)c(c(C=NNC(=O)C(CO)(c5ccccc5)c5ccccc5)c(O)c4c3C2=O)NC(=O)C(C)=CC=CC(C)C(O)C(C)C(O)C(C)C(OC(C)=O)C1C. The result is 0 (inactive). (6) The molecule is COc1ncc(C=C2OC(=O)c3ccccc32)c(OC)n1. The result is 0 (inactive). (7) The molecule is COc1ccc(C(CC2OC(=O)c3ccccc32)=NNC(=O)C[N+](C)(C)C)cc1.[Cl-]. The result is 0 (inactive).